The task is: Predict the product of the given reaction.. This data is from Forward reaction prediction with 1.9M reactions from USPTO patents (1976-2016). (1) Given the reactants [NH2:1][C@H:2]1[CH2:7][CH2:6][CH2:5][N:4]([CH2:8][C:9]2[C:18]([Cl:19])=[C:17]3[C:12]([C:13](=[O:33])[N:14]([CH2:20][C:21]4[CH:26]=[C:25]([Cl:27])[CH:24]=[CH:23][C:22]=4[S:28]([CH2:31][CH3:32])(=[O:30])=[O:29])[CH:15]=[N:16]3)=[CH:11][C:10]=2[C:34]([F:37])([F:36])[F:35])[CH2:3]1.NC1C=CC(C(F)(F)F)=CC=1C(NCC1C=C(Br)C=CC=1S(CC)(=O)=O)=O.[C:65]([O:69][C:70]([NH:72][C@@H:73]([CH3:77])[C:74](O)=[O:75])=[O:71])([CH3:68])([CH3:67])[CH3:66].CN(C(ON1N=NC2C=CC=NC1=2)=[N+](C)C)C.F[P-](F)(F)(F)(F)F, predict the reaction product. The product is: [Cl:19][C:18]1[C:9]([CH2:8][N:4]2[CH2:5][CH2:6][CH2:7][C@H:2]([NH:1][C:74](=[O:75])[C@@H:73]([NH:72][C:70](=[O:71])[O:69][C:65]([CH3:67])([CH3:66])[CH3:68])[CH3:77])[CH2:3]2)=[C:10]([C:34]([F:35])([F:36])[F:37])[CH:11]=[C:12]2[C:17]=1[N:16]=[CH:15][N:14]([CH2:20][C:21]1[CH:26]=[C:25]([Cl:27])[CH:24]=[CH:23][C:22]=1[S:28]([CH2:31][CH3:32])(=[O:30])=[O:29])[C:13]2=[O:33]. (2) Given the reactants [Cl:1][C:2]1[CH:3]=[C:4](B(O)O)[CH:5]=[N:6][CH:7]=1.FC(F)(F)S(O[C:17]1[C@@:21]2([CH3:38])[CH2:22][CH2:23][C@H:24]3[C@H:33]([C@@H:20]2[CH2:19][CH:18]=1)[CH2:32][CH:31]=[C:30]1[C@:25]3([CH3:37])[CH2:26][CH2:27][C:28](=[O:36])[N:29]1[CH2:34][CH3:35])(=O)=O, predict the reaction product. The product is: [Cl:1][C:2]1[CH:3]=[C:4]([C:17]2[C@@:21]3([CH3:38])[CH2:22][CH2:23][C@H:24]4[C@H:33]([C@@H:20]3[CH2:19][CH:18]=2)[CH2:32][CH:31]=[C:30]2[C@:25]4([CH3:37])[CH2:26][CH2:27][C:28](=[O:36])[N:29]2[CH2:34][CH3:35])[CH:5]=[N:6][CH:7]=1.